Dataset: Catalyst prediction with 721,799 reactions and 888 catalyst types from USPTO. Task: Predict which catalyst facilitates the given reaction. (1) Reactant: [CH3:1][C:2]([C:7]1[S:8][C:9]([C:12]2[CH:17]=[C:16]([NH:18][C:19]3[N:24]=[C:23]([C:25]([F:28])([F:27])[F:26])[CH:22]=[CH:21][N:20]=3)[CH:15]=[C:14]([CH3:29])[CH:13]=2)=[CH:10][N:11]=1)([CH3:6])[C:3]([OH:5])=O.C1C=CC2N(O)N=NC=2C=1.C(Cl)CCl.[CH:44]([NH:46][NH2:47])=[O:45].CCN(C(C)C)C(C)C. Product: [CH:44]([N:46]([C:3](=[O:5])[C:2]([CH3:1])([C:7]1[S:8][C:9]([C:12]2[CH:17]=[C:16]([NH:18][C:19]3[N:24]=[C:23]([C:25]([F:28])([F:26])[F:27])[CH:22]=[CH:21][N:20]=3)[CH:15]=[C:14]([CH3:29])[CH:13]=2)=[CH:10][N:11]=1)[CH3:6])[NH2:47])=[O:45]. The catalyst class is: 127. (2) Reactant: C[O:2][C:3](=[O:25])[CH2:4][N:5]1[C:13]2[C:8](=[CH:9][CH:10]=[CH:11][CH:12]=2)[C:7]([CH:14]=[C:15]2[C:23]3[C:18](=[CH:19][CH:20]=[CH:21][CH:22]=3)[NH:17][C:16]2=[O:24])=[CH:6]1.C(OC(=O)CN1C2C(=CC=CC=2)C(C=C2C3C(=CC=CC=3)NC2=O)=C1)C.[Li+].[OH-].Cl. Product: [O:24]=[C:16]1[C:15](=[CH:14][C:7]2[C:8]3[C:13](=[CH:12][CH:11]=[CH:10][CH:9]=3)[N:5]([CH2:4][C:3]([OH:25])=[O:2])[CH:6]=2)[C:23]2[C:18](=[CH:19][CH:20]=[CH:21][CH:22]=2)[NH:17]1. The catalyst class is: 1. (3) Reactant: [Cl:1][C:2]1[CH:14]=[C:13]([CH:15]=[O:16])[C:12]([O:17][C:18]2[N:22]([CH3:23])[N:21]=[C:20]([CH3:24])[C:19]=2[CH3:25])=[CH:11][C:3]=1[O:4][C@@H:5]([CH3:10])[C:6]([O:8][CH3:9])=[O:7].[BH4-].[Na+].CO.O. Product: [Cl:1][C:2]1[CH:14]=[C:13]([CH2:15][OH:16])[C:12]([O:17][C:18]2[N:22]([CH3:23])[N:21]=[C:20]([CH3:24])[C:19]=2[CH3:25])=[CH:11][C:3]=1[O:4][C@@H:5]([CH3:10])[C:6]([O:8][CH3:9])=[O:7]. The catalyst class is: 1. (4) Reactant: Cl[C:2]1[N:11]=[C:10]([C:12]2[CH:17]=[CH:16][CH:15]=[CH:14][CH:13]=2)[C:9]2[C:4](=[C:5]([Cl:19])[CH:6]=[C:7]([Cl:18])[CH:8]=2)[N:3]=1.N.C(#[N:23])C. Product: [NH2:23][C:2]1[N:11]=[C:10]([C:12]2[CH:17]=[CH:16][CH:15]=[CH:14][CH:13]=2)[C:9]2[C:4](=[C:5]([Cl:19])[CH:6]=[C:7]([Cl:18])[CH:8]=2)[N:3]=1. The catalyst class is: 6.